From a dataset of NCI-60 drug combinations with 297,098 pairs across 59 cell lines. Regression. Given two drug SMILES strings and cell line genomic features, predict the synergy score measuring deviation from expected non-interaction effect. (1) Drug 1: CC1=C2C(C(=O)C3(C(CC4C(C3C(C(C2(C)C)(CC1OC(=O)C(C(C5=CC=CC=C5)NC(=O)C6=CC=CC=C6)O)O)OC(=O)C7=CC=CC=C7)(CO4)OC(=O)C)O)C)OC(=O)C. Drug 2: C1CC(CCC1OC2=C(C(=CC=C2)Cl)F)(CC3=NC(=CC=C3)NC4=NC=CS4)C(=O)O. Cell line: HT29. Synergy scores: CSS=80.5, Synergy_ZIP=11.9, Synergy_Bliss=10.3, Synergy_Loewe=-7.56, Synergy_HSA=11.2. (2) Drug 1: CN(C)C1=NC(=NC(=N1)N(C)C)N(C)C. Drug 2: CC1CCC2CC(C(=CC=CC=CC(CC(C(=O)C(C(C(=CC(C(=O)CC(OC(=O)C3CCCCN3C(=O)C(=O)C1(O2)O)C(C)CC4CCC(C(C4)OC)OCCO)C)C)O)OC)C)C)C)OC. Cell line: MDA-MB-435. Synergy scores: CSS=3.76, Synergy_ZIP=-1.74, Synergy_Bliss=4.06, Synergy_Loewe=-9.12, Synergy_HSA=-0.633. (3) Drug 2: C1CNP(=O)(OC1)N(CCCl)CCCl. Drug 1: CC(C1=C(C=CC(=C1Cl)F)Cl)OC2=C(N=CC(=C2)C3=CN(N=C3)C4CCNCC4)N. Cell line: MALME-3M. Synergy scores: CSS=0.969, Synergy_ZIP=-2.29, Synergy_Bliss=-3.81, Synergy_Loewe=-6.13, Synergy_HSA=-4.06. (4) Drug 1: C1=NC2=C(N1)C(=S)N=C(N2)N. Drug 2: CCCCCOC(=O)NC1=NC(=O)N(C=C1F)C2C(C(C(O2)C)O)O. Cell line: NCI-H522. Synergy scores: CSS=26.0, Synergy_ZIP=-1.24, Synergy_Bliss=0.395, Synergy_Loewe=-25.8, Synergy_HSA=1.28. (5) Drug 1: CS(=O)(=O)CCNCC1=CC=C(O1)C2=CC3=C(C=C2)N=CN=C3NC4=CC(=C(C=C4)OCC5=CC(=CC=C5)F)Cl. Drug 2: C1CC(=O)NC(=O)C1N2C(=O)C3=CC=CC=C3C2=O. Cell line: SW-620. Synergy scores: CSS=-2.23, Synergy_ZIP=0.537, Synergy_Bliss=0.295, Synergy_Loewe=-2.72, Synergy_HSA=-2.72.